This data is from Full USPTO retrosynthesis dataset with 1.9M reactions from patents (1976-2016). The task is: Predict the reactants needed to synthesize the given product. (1) Given the product [Cl:1][C:2]1[C:3]([NH:24][C:25]2[CH:29]=[C:28]([CH3:30])[NH:27][N:26]=2)=[N:4][C:5]([NH:8][C:9]2[CH:14]=[C:13]([CH3:15])[C:12]([CH:16]3[CH2:17][CH2:18][NH:19][CH2:20][CH2:21]3)=[CH:11][C:10]=2[F:23])=[N:6][CH:7]=1, predict the reactants needed to synthesize it. The reactants are: [Cl:1][C:2]1[C:3]([NH:24][C:25]2[CH:29]=[C:28]([CH3:30])[NH:27][N:26]=2)=[N:4][C:5]([NH:8][C:9]2[CH:14]=[C:13]([CH3:15])[C:12]([CH:16]3[CH2:21][CH2:20][N:19](C)[CH2:18][CH2:17]3)=[CH:11][C:10]=2[F:23])=[N:6][CH:7]=1.NC1C(F)=CC(C2CCN(C(OC(C)(C)C)=O)CC2)=C(C)C=1. (2) Given the product [F:3][C:4]1[CH:5]=[C:6]([CH:7]=[CH:8][C:9]=1[C:10]1[S:11][C:12]2[C:17]([N:18]=1)=[CH:16][CH:15]=[C:14]([C:19]1([C:22]3[CH:23]=[CH:24][CH:25]=[CH:26][CH:27]=3)[CH2:20][CH2:21]1)[N:13]=2)[CH2:28][O:29][CH2:31][C:32]([O:34][CH3:35])=[O:33], predict the reactants needed to synthesize it. The reactants are: [H-].[Na+].[F:3][C:4]1[CH:5]=[C:6]([CH2:28][OH:29])[CH:7]=[CH:8][C:9]=1[C:10]1[S:11][C:12]2[C:17]([N:18]=1)=[CH:16][CH:15]=[C:14]([C:19]1([C:22]3[CH:27]=[CH:26][CH:25]=[CH:24][CH:23]=3)[CH2:21][CH2:20]1)[N:13]=2.Br[CH2:31][C:32]([O:34][CH3:35])=[O:33]. (3) The reactants are: [C:1]1([CH:7]([C:26]2[CH:31]=[CH:30][CH:29]=[CH:28][CH:27]=2)[CH2:8][CH2:9][O:10][C:11](=[O:25])[CH2:12][C:13](=[O:24])[CH2:14][O:15][CH2:16][CH2:17][CH:18]2[CH2:23][CH2:22][CH2:21][CH2:20][CH2:19]2)[CH:6]=[CH:5][CH:4]=[CH:3][CH:2]=1.[Cl:32][C:33]1[CH:34]=[C:35]([CH:38]=[CH:39][CH:40]=1)[CH:36]=O.N1CCCCC1.C1(C)C=CC(S(O)(=O)=O)=CC=1. Given the product [C:1]1([CH:7]([C:26]2[CH:31]=[CH:30][CH:29]=[CH:28][CH:27]=2)[CH2:8][CH2:9][O:10][C:11](=[O:25])[C:12]([C:13](=[O:24])[CH2:14][O:15][CH2:16][CH2:17][CH:18]2[CH2:19][CH2:20][CH2:21][CH2:22][CH2:23]2)=[CH:36][C:35]2[CH:38]=[CH:39][CH:40]=[C:33]([Cl:32])[CH:34]=2)[CH:2]=[CH:3][CH:4]=[CH:5][CH:6]=1, predict the reactants needed to synthesize it. (4) Given the product [F:21][C:22]1[CH:27]=[C:26]([F:28])[CH:25]=[CH:24][C:23]=1[C:2]1[CH:3]=[N:4][CH:5]=[C:6]2[C:11]=1[N:10]=[C:9]([C:12]([NH:14][CH2:15][CH2:16][S:17]([CH3:20])(=[O:19])=[O:18])=[O:13])[CH:8]=[CH:7]2, predict the reactants needed to synthesize it. The reactants are: Br[C:2]1[CH:3]=[N:4][CH:5]=[C:6]2[C:11]=1[N:10]=[C:9]([C:12]([NH:14][CH2:15][CH2:16][S:17]([CH3:20])(=[O:19])=[O:18])=[O:13])[CH:8]=[CH:7]2.[F:21][C:22]1[CH:27]=[C:26]([F:28])[CH:25]=[CH:24][C:23]=1B(O)O.C(=O)([O-])[O-].[Cs+].[Cs+]. (5) Given the product [F:28][C:25]1([F:27])[O:24][C:23]2[CH:29]=[CH:30][C:20]([CH2:19][N:16]3[CH:11]([C:4]4[C:5]([O:9][CH3:10])=[CH:6][CH:7]=[CH:8][C:3]=4[O:2][CH3:1])[CH2:12][CH2:13][CH2:14][C:15]3=[O:17])=[CH:21][C:22]=2[O:26]1, predict the reactants needed to synthesize it. The reactants are: [CH3:1][O:2][C:3]1[CH:8]=[CH:7][CH:6]=[C:5]([O:9][CH3:10])[C:4]=1[CH:11]1[NH:16][C:15](=[O:17])[CH2:14][CH2:13][CH2:12]1.Br[CH2:19][C:20]1[CH:30]=[CH:29][C:23]2[O:24][C:25]([F:28])([F:27])[O:26][C:22]=2[CH:21]=1. (6) Given the product [CH2:18]([CH:15]1[CH2:14][CH2:13][N:12]([C:10](=[O:11])[CH2:9][NH:1][C:2]2[CH:7]=[CH:6][CH:5]=[CH:4][CH:3]=2)[CH2:17][CH2:16]1)[C:19]1[CH:24]=[CH:23][CH:22]=[CH:21][CH:20]=1, predict the reactants needed to synthesize it. The reactants are: [NH2:1][C:2]1[CH:7]=[CH:6][CH:5]=[CH:4][CH:3]=1.Cl[CH2:9][C:10]([N:12]1[CH2:17][CH2:16][CH:15]([CH2:18][C:19]2[CH:24]=[CH:23][CH:22]=[CH:21][CH:20]=2)[CH2:14][CH2:13]1)=[O:11].